Dataset: Catalyst prediction with 721,799 reactions and 888 catalyst types from USPTO. Task: Predict which catalyst facilitates the given reaction. (1) Reactant: [O:1]=[C:2]([C:6]1[CH:11]=[CH:10][CH:9]=[CH:8][CH:7]=1)[CH2:3][C:4]#[N:5].[F:12][C:13]1[CH:14]=[C:15]([CH:17]=[CH:18][C:19]=1[O:20][CH3:21])[NH2:16]. Product: [F:12][C:13]1[CH:14]=[C:15]([NH:16][C:4](=[NH:5])[CH2:3][C:2](=[O:1])[C:6]2[CH:7]=[CH:8][CH:9]=[CH:10][CH:11]=2)[CH:17]=[CH:18][C:19]=1[O:20][CH3:21]. The catalyst class is: 8. (2) Reactant: [NH2:1][C:2]1[S:3][C:4]([C:12]2[CH:17]=[CH:16][C:15]([F:18])=[CH:14][CH:13]=2)=[CH:5][C:6]=1[C:7]([O:9]CC)=O.[C:19](#[N:21])[CH3:20].Cl. Product: [F:18][C:15]1[CH:14]=[CH:13][C:12]([C:4]2[S:3][C:2]3[N:1]=[C:19]([CH3:20])[NH:21][C:7](=[O:9])[C:6]=3[CH:5]=2)=[CH:17][CH:16]=1. The catalyst class is: 12. (3) The catalyst class is: 849. Reactant: [CH3:1][O:2][C:3]1[CH:18]=[CH:17][C:6]([NH:7][C:8]2[CH:13]=[CH:12][C:11]([N+:14]([O-])=O)=[CH:10][CH:9]=2)=[C:5]([N+:19]([O-])=O)[CH:4]=1.[H][H]. Product: [NH2:14][C:11]1[CH:10]=[CH:9][C:8]([NH:7][C:6]2[C:5]([NH2:19])=[CH:4][C:3]([O:2][CH3:1])=[CH:18][CH:17]=2)=[CH:13][CH:12]=1. (4) Reactant: [F:1][C:2]([F:16])([F:15])[C:3]1[CH:8]=[CH:7][C:6](/[C:9](/[CH3:14])=[CH:10]/[C:11]([OH:13])=O)=[CH:5][CH:4]=1.C(Cl)(=O)C(Cl)=O.[NH2:23][C:24]1[CH:33]=[CH:32][CH:31]=[C:30]2[C:25]=1[CH:26]=[CH:27][N:28]=[CH:29]2.[H-].[Na+]. Product: [CH:29]1[C:30]2[C:25](=[C:24]([NH:23][C:11](=[O:13])/[CH:10]=[C:9](/[C:6]3[CH:5]=[CH:4][C:3]([C:2]([F:1])([F:16])[F:15])=[CH:8][CH:7]=3)\[CH3:14])[CH:33]=[CH:32][CH:31]=2)[CH:26]=[CH:27][N:28]=1. The catalyst class is: 606. (5) Reactant: C(O[BH-](OC(=O)C)OC(=O)C)(=O)C.[Na+].[Cl:15][C:16]1[CH:17]=[C:18]2[C:22](=[CH:23][CH:24]=1)[N:21]([CH3:25])[C:20]([C:26]1[CH:31]=[CH:30][C:29]([Cl:32])=[CH:28][CH:27]=1)=[C:19]2[CH2:33][CH2:34][CH:35]=O.[C:37]1([CH2:43][C:44]2([OH:50])[CH2:49][CH2:48][NH:47][CH2:46][CH2:45]2)[CH:42]=[CH:41][CH:40]=[CH:39][CH:38]=1.C(O)(=O)C.C(=O)([O-])O.[Na+]. Product: [ClH:15].[Cl:15][C:16]1[CH:17]=[C:18]2[C:22](=[CH:23][CH:24]=1)[N:21]([CH3:25])[C:20]([C:26]1[CH:31]=[CH:30][C:29]([Cl:32])=[CH:28][CH:27]=1)=[C:19]2[CH2:33][CH2:34][CH2:35][N:47]1[CH2:48][CH2:49][C:44]([CH2:43][C:37]2[CH:38]=[CH:39][CH:40]=[CH:41][CH:42]=2)([OH:50])[CH2:45][CH2:46]1. The catalyst class is: 26. (6) Reactant: Cl.[N:2]1[CH:7]=[CH:6][CH:5]=[C:4]([C:8](=[NH:10])[NH2:9])[CH:3]=1.C(=O)([O-])[O-].[K+].[K+].Br[CH2:18][C:19]([C:21]1[CH:26]=[CH:25][CH:24]=[CH:23][CH:22]=1)=O.O. Product: [C:21]1([C:19]2[N:10]=[C:8]([C:4]3[CH:3]=[N:2][CH:7]=[CH:6][CH:5]=3)[NH:9][CH:18]=2)[CH:26]=[CH:25][CH:24]=[CH:23][CH:22]=1. The catalyst class is: 3. (7) Reactant: N12CCCN=C1CCCCC2.Cl.[NH2:13][CH2:14][C:15]1[CH:23]=[CH:22][CH:21]=[C:20]2[C:16]=1[CH2:17][N:18]([CH:25]1[CH2:30][CH2:29][C:28](=[O:31])[NH:27][C:26]1=[O:32])[C:19]2=[O:24].[Cl:33][C:34]1[CH:35]=[C:36]([CH:40]=[CH:41][CH:42]=1)[C:37](Cl)=[O:38]. Product: [Cl:33][C:34]1[CH:35]=[C:36]([CH:40]=[CH:41][CH:42]=1)[C:37]([NH:13][CH2:14][C:15]1[CH:23]=[CH:22][CH:21]=[C:20]2[C:16]=1[CH2:17][N:18]([CH:25]1[CH2:30][CH2:29][C:28](=[O:31])[NH:27][C:26]1=[O:32])[C:19]2=[O:24])=[O:38]. The catalyst class is: 10. (8) Reactant: [NH2:1][C:2]1[C:10]([C:11]([CH3:14])([CH3:13])[CH3:12])=[CH:9][CH:8]=[CH:7][C:3]=1[C:4](O)=[O:5].C(O)(=O)C.[CH:19](N)=[NH:20].C(N)=O.[OH-].[Na+]. Product: [C:11]([C:10]1[CH:9]=[CH:8][CH:7]=[C:3]2[C:2]=1[N:1]=[CH:19][NH:20][C:4]2=[O:5])([CH3:14])([CH3:13])[CH3:12]. The catalyst class is: 8.